From a dataset of Full USPTO retrosynthesis dataset with 1.9M reactions from patents (1976-2016). Predict the reactants needed to synthesize the given product. (1) Given the product [C:1]([NH:9][C:10]1[S:11][C:12]([C:16]([OH:18])=[O:17])=[C:13]([CH3:15])[N:14]=1)(=[O:8])[C:2]1[CH:7]=[CH:6][N:5]=[CH:4][CH:3]=1, predict the reactants needed to synthesize it. The reactants are: [C:1]([NH:9][C:10]1[S:11][C:12]([C:16]([O:18]CC)=[O:17])=[C:13]([CH3:15])[N:14]=1)(=[O:8])[C:2]1[CH:7]=[CH:6][N:5]=[CH:4][CH:3]=1.[OH-].[Na+]. (2) Given the product [CH3:1][O:2][C:3]1[CH:8]=[CH:7][CH:6]=[CH:5][C:4]=1[C:9]1([CH3:17])[N:13]([CH3:14])[C:12](=[O:15])[N:11]([CH2:19][C:20](=[O:21])[C:22]2[NH:23][CH:24]=[CH:25][CH:26]=2)[C:10]1=[O:16], predict the reactants needed to synthesize it. The reactants are: [CH3:1][O:2][C:3]1[CH:8]=[CH:7][CH:6]=[CH:5][C:4]=1[C:9]1([CH3:17])[N:13]([CH3:14])[C:12](=[O:15])[NH:11][C:10]1=[O:16].Br[CH2:19][C:20]([C:22]1[NH:23][CH:24]=[CH:25][CH:26]=1)=[O:21]. (3) Given the product [CH:18]1[C:13]2[C:12](=[C:11]3[CH:22]=[CH:23][CH:24]=[CH:25][C:10]3=[C:9]3[C:14]=2[CH:15]([CH2:68][CH2:67][CH2:66][CH2:65][CH2:64][CH2:63][CH2:62][CH2:61][CH2:60][CH2:59][O:58][C:55]2[CH:56]=[CH:57][C:52]([C:51]([O:50][CH2:48][CH3:49])=[O:70])=[CH:53][CH:54]=2)[C:16]2[C:8]3=[C:7]3[CH:26]=[CH:27][CH:28]=[CH:29][C:6]3=[C:5]3[CH:4]=[CH:3][CH:2]=[CH:1][C:17]3=2)[CH:21]=[CH:20][CH:19]=1, predict the reactants needed to synthesize it. The reactants are: [CH2:1]1[C:17]2[C:5]([C:6]3[CH:29]=[CH:28][CH:27]=[CH:26][C:7]=3[C:8]3[C:16]=2[CH:15]=[C:14]2[C:9]=3[C:10]3[CH:25]=[CH:24][CH:23]=[CH:22][C:11]=3[C:12]3[CH:21]=[CH:20][CH:19]=[CH:18][C:13]=32)=[CH:4][CH:3]=[CH:2]1.[OH-].C([N+](CCCC)(CCCC)CCCC)CCC.[CH2:48]([O:50][C:51](=[O:70])[C:52]1[CH:57]=[CH:56][C:55]([O:58][CH2:59][CH2:60][CH2:61][CH2:62][CH2:63][CH2:64][CH2:65][CH2:66][CH2:67][CH2:68]Br)=[CH:54][CH:53]=1)[CH3:49]. (4) Given the product [F:1][C:2]1[CH:7]=[CH:6][C:5]([C:8]2[O:9][C:10]3[CH:20]=[C:19]([N:21]([CH3:26])[S:22]([CH3:25])(=[O:23])=[O:24])[C:18]([C:27]4[CH:28]=[C:29]([C:33]5[N:34]([CH2:42][C:43]([OH:45])=[O:44])[C:35]6[C:40]([CH:41]=5)=[CH:39][CH:38]=[CH:37][CH:36]=6)[CH:30]=[CH:31][CH:32]=4)=[CH:17][C:11]=3[C:12]=2[C:13](=[O:16])[NH:14][CH3:15])=[CH:4][CH:3]=1, predict the reactants needed to synthesize it. The reactants are: [F:1][C:2]1[CH:7]=[CH:6][C:5]([C:8]2[O:9][C:10]3[CH:20]=[C:19]([N:21]([CH3:26])[S:22]([CH3:25])(=[O:24])=[O:23])[C:18]([C:27]4[CH:28]=[C:29]([C:33]5[N:34]([CH2:42][C:43]([O:45]CC)=[O:44])[C:35]6[C:40]([CH:41]=5)=[CH:39][CH:38]=[CH:37][CH:36]=6)[CH:30]=[CH:31][CH:32]=4)=[CH:17][C:11]=3[C:12]=2[C:13](=[O:16])[NH:14][CH3:15])=[CH:4][CH:3]=1.[Li+].[OH-].